Predict the reaction yield, written as a fraction of the theoretical maximum amount of product (1.0 means a 100% yield; for example, 0.34 means a 34% yield). From a dataset of Reaction yield outcomes from USPTO patents with 853,638 reactions. (1) The reactants are [C:1](Cl)(=[O:4])[CH2:2][CH3:3].[NH2:6][C:7]1[CH:14]=[C:13]([C:15]2[CH:16]=[CH:17][C:18]3[O:22][C:21]([C:27]4[CH:32]=[C:31]([Cl:33])[CH:30]=[C:29]([Cl:34])[CH:28]=4)([C:23]([F:26])([F:25])[F:24])[CH2:20][C:19]=3[CH:35]=2)[CH:12]=[CH:11][C:8]=1[C:9]#[N:10].C(=O)([O-])[O-].[K+].[K+].O. The catalyst is CC(C)=O. The product is [C:9]([C:8]1[CH:11]=[CH:12][C:13]([C:15]2[CH:16]=[CH:17][C:18]3[O:22][C:21]([C:27]4[CH:28]=[C:29]([Cl:34])[CH:30]=[C:31]([Cl:33])[CH:32]=4)([C:23]([F:26])([F:24])[F:25])[CH2:20][C:19]=3[CH:35]=2)=[CH:14][C:7]=1[NH:6][C:1](=[O:4])[CH2:2][CH3:3])#[N:10]. The yield is 0.930. (2) The reactants are C(N(CC)CC)C.[CH2:8]([O:10][C:11]([C:13]1([CH2:18][O:19][C:20]2[CH:25]=[CH:24][C:23]([C:26]3[CH:31]=[CH:30][C:29]([F:32])=[CH:28][CH:27]=3)=[CH:22][CH:21]=2)[CH2:17][CH2:16][NH:15][CH2:14]1)=[O:12])[CH3:9].[CH:33]1([C:36](Cl)=[O:37])[CH2:35][CH2:34]1. The catalyst is ClCCl. The product is [CH2:8]([O:10][C:11]([C:13]1([CH2:18][O:19][C:20]2[CH:25]=[CH:24][C:23]([C:26]3[CH:27]=[CH:28][C:29]([F:32])=[CH:30][CH:31]=3)=[CH:22][CH:21]=2)[CH2:17][CH2:16][N:15]([C:36]([CH:33]2[CH2:35][CH2:34]2)=[O:37])[CH2:14]1)=[O:12])[CH3:9]. The yield is 0.850. (3) The reactants are CC(OI1(OC(C)=O)(OC(C)=O)OC(=O)C2C=CC=CC1=2)=O.[Cl:23][C:24]1[N:32]=[CH:31][N:30]=[C:29]2[C:25]=1[N:26]=[CH:27][N:28]2[C@H:33]1[C@@H:37]2[O:38][C:39]([CH3:42])([CH3:41])[O:40][C@@H:36]2[C@@H:35]([CH2:43][OH:44])[O:34]1.S([O-])([O-])(=O)=S.[Na+].[Na+]. The catalyst is C(Cl)Cl.CC(OI1(OC(C)=O)(OC(C)=O)OC(=O)C2C=CC=CC1=2)=O. The product is [Cl:23][C:24]1[N:32]=[CH:31][N:30]=[C:29]2[C:25]=1[N:26]=[CH:27][N:28]2[C@H:33]1[C@@H:37]2[O:38][C:39]([CH3:41])([CH3:42])[O:40][C@H:36]2[C@H:35]([CH:43]=[O:44])[O:34]1. The yield is 0.860. (4) The reactants are [Br:1][C:2]1[CH:7]=[CH:6][CH:5]=[C:4]([Cl:8])[C:3]=1[CH:9]=NOC.CC1C=CC(S(O)(=O)=[O:21])=CC=1.C=O. The catalyst is C1COCC1.O.CCCCCC.CCOC(C)=O. The product is [Br:1][C:2]1[CH:7]=[CH:6][CH:5]=[C:4]([Cl:8])[C:3]=1[CH:9]=[O:21]. The yield is 0.848. (5) The product is [CH2:17]([N:10]1[C:11]2[C:16](=[CH:15][CH:14]=[CH:13][CH:12]=2)[C:8]2([C:5]3[CH:6]=[CH:7][C:2]([C:27]4[CH:26]=[N:25][CH:30]=[CH:29][CH:28]=4)=[CH:3][C:4]=3[O:24][CH2:23]2)[C:9]1=[O:22])[CH2:18][CH2:19][CH2:20][CH3:21]. The yield is 0.670. The reactants are Br[C:2]1[CH:7]=[CH:6][C:5]2[C:8]3([CH2:23][O:24][C:4]=2[CH:3]=1)[C:16]1[C:11](=[CH:12][CH:13]=[CH:14][CH:15]=1)[N:10]([CH2:17][CH2:18][CH2:19][CH2:20][CH3:21])[C:9]3=[O:22].[N:25]1[CH:30]=[CH:29][CH:28]=[C:27](B(O)O)[CH:26]=1.C(=O)([O-])[O-].[Na+].[Na+]. The catalyst is C([O-])(=O)C.[Pd+2].C([O-])(=O)C.CC1C(P(C2C(C)=CC=CC=2)C2C(C)=CC=CC=2)=CC=CC=1.COCCOC.